This data is from Full USPTO retrosynthesis dataset with 1.9M reactions from patents (1976-2016). The task is: Predict the reactants needed to synthesize the given product. (1) Given the product [Cl:1][C@H:2]1[C@H:6]([CH2:7]/[CH:8]=[CH:9]\[CH2:10][CH2:11][CH2:12][C:13]([O:15][CH3:16])=[O:14])[C@@H:5](/[CH:17]=[CH:51]/[C:50](=[O:58])[CH2:49][C@@H:48]([CH3:47])[CH2:59][CH2:60][CH2:61][CH3:62])[C@H:4]([O:19][CH:20]2[CH2:25][CH2:24][CH2:23][CH2:22][O:21]2)[CH2:3]1, predict the reactants needed to synthesize it. The reactants are: [Cl:1][C@H:2]1[C@H:6]([CH2:7]/[CH:8]=[CH:9]\[CH2:10][CH2:11][CH2:12][C:13]([O:15][CH3:16])=[O:14])[C@@H:5]([CH:17]=O)[C@H:4]([O:19][CH:20]2[CH2:25][CH2:24][CH2:23][CH2:22][O:21]2)[CH2:3]1.C([C@H]1COC(=O)N1CCSC1SC=C(C(OCC)=O)N=1)=O.[CH3:47][C@@H:48]([CH2:59][CH2:60][CH2:61][CH3:62])[CH2:49][C:50](=[O:58])[CH2:51]P(=O)(OC)OC. (2) Given the product [P:1]([O:11][CH2:12][C:13]1[C:18]([O:19][CH3:20])=[CH:17][CH:16]=[CH:15][C:14]=1[CH2:21][OH:22])([O:7][CH2:8][CH:9]=[CH2:10])([O:3][CH2:4][CH:5]=[CH2:6])=[O:2], predict the reactants needed to synthesize it. The reactants are: [P:1]([O:11][CH2:12][C:13]1[C:18]([O:19][CH3:20])=[CH:17][CH:16]=[CH:15][C:14]=1[CH2:21][O:22][Si](C(C)(C)C)(C)C)([O:7][CH2:8][CH:9]=[CH2:10])([O:3][CH2:4][CH:5]=[CH2:6])=[O:2].[F-].C([N+](CCCC)(CCCC)CCCC)CCC.O.C(OCC)(=O)C.